Dataset: Peptide-MHC class I binding affinity with 185,985 pairs from IEDB/IMGT. Task: Regression. Given a peptide amino acid sequence and an MHC pseudo amino acid sequence, predict their binding affinity value. This is MHC class I binding data. (1) The peptide sequence is RLRAEAQVK. The MHC is HLA-A30:02 with pseudo-sequence HLA-A30:02. The binding affinity (normalized) is 0. (2) The binding affinity (normalized) is 0.0847. The peptide sequence is DIVGGLFTY. The MHC is HLA-B57:01 with pseudo-sequence HLA-B57:01. (3) The peptide sequence is KLLPQLPGV. The MHC is HLA-A68:02 with pseudo-sequence HLA-A68:02. The binding affinity (normalized) is 0.0152.